Dataset: HIV replication inhibition screening data with 41,000+ compounds from the AIDS Antiviral Screen. Task: Binary Classification. Given a drug SMILES string, predict its activity (active/inactive) in a high-throughput screening assay against a specified biological target. (1) The compound is COc1cc2c(c(OC)c1OC)-c1ccc(OC)c(=O)cc1C(NC(C)=O)CC2. The result is 0 (inactive). (2) The drug is CCc1n[nH]c(=O)n1CCCCCCCCn1c(CC)n[nH]c1=O. The result is 0 (inactive). (3) The molecule is O=C(Nc1ccc(C=Cc2ccc(NC(=O)c3ccc4ccccc4c3O)cc2S(=O)(=O)O)c(S(=O)(=O)O)c1)c1ccc2ccccc2c1O.[NaH]. The result is 1 (active). (4) The molecule is CC1Cn2c(=O)[nH]c3cccc(c32)NC1=O. The result is 0 (inactive). (5) The molecule is COC(=NN=Cc1ccc(Cl)c(Cl)c1)c1ccncc1. The result is 0 (inactive). (6) The molecule is COc1ccc(-n2c(C)nc3ccc(NC4OCC(O)C(O)C4O)cc3c2=O)cc1. The result is 0 (inactive). (7) The molecule is O=C1C=CC(=O)OCCCC(=O)C=CC(=O)OCCC1. The result is 0 (inactive). (8) The compound is S=C(NC1=NCC(CN2CCN(c3ccccc3)CC2)O1)Nc1ccccc1. The result is 0 (inactive).